Dataset: B-cell epitopes from IEDB database with 3,159 antigens for binding position prediction. Task: Token-level Classification. Given an antigen amino acid sequence, predict which amino acid positions are active epitope sites capable of antibody binding. Output is a list of indices for active positions. Given the antigen sequence: MVAEVDSMPAASSVKKPFVLRSKMGKWCRHCFPCCRGSGKSNVGTSGDQDDSTMKTLRSKMGKWCCHCFPCCRGSGKSNVGTSGDHDDSAMKTLRSKMGKWCCHCFPCCRGSGKSNVGAWGDYDDSAFVEPRYHVRREDLDKLHRAAWWGKVARKDLIVMLRDTDVNKQDKQKRTALHLASANGNSGVVKLLLDRRCQLNVLDNKKRTALTKAVQCQEDECALMLLEHGTDPNIPDEYGNTTLHYAIYNEDKLMAKALLLYGADIESKNKHGLTPLLLGVHEQKQQVVKFLIKKKANLNALDRYGRTALILAVCCGSASIVSLLLEQNIDVSSQDLSGQTAREYAVSSHHHVICQLLSDYKEKQMLKISSENSNPEQDLKLTSEEESQRFKGSENSQPEKMSQEPEINKDGDREVEEEMKKHESNNVGLLENLSNGVTAGNGDDGLIPQRKSRTPENQQFPDNESEEYHRICELVSDYKEKQMPKYSSENSNPEQDLKLT..., which amino acid positions are active epitope sites? The epitope positions are: [778, 779, 780, 781, 782, 783, 784, 785, 786, 787, 788, 789, 790, 791, 792]. The amino acids at these positions are: WDDMEKIWHHTFYNE.